From a dataset of Human Reference Interactome with 51,813 positive PPI pairs across 8,248 proteins, plus equal number of experimentally-validated negative pairs. Binary Classification. Given two protein amino acid sequences, predict whether they physically interact or not. (1) Protein 1 (ENSG00000163191) has sequence MAKISSPTETERCIESLIAVFQKYAGKDGYNYTLSKTEFLSFMNTELAAFTKNQKDPGVLDRMMKKLDTNSDGQLDFSEFLNLIGGLAMACHDSFLKAVPSQKRT*. Protein 2 (ENSG00000141971) has sequence MDPVPGTDSAPLAGLAWSSASAPPPRGFSAISCTVEGAPASFGKSFAQKSGYFLCLSSLGSLENPQENVVADIQIVVDKSPLPLGFSPVCDPMDSKASVSKKKRMCVKLLPLGATDTAVFDVRLSGKTKTVPGYLRIGDMGGFAIWCKKAKAPRPVPKPRGLSRDMQGLSLDAASQPSKGGLLERTASRLGSRASTLRRNDSIYEASSLYGISAMDGVPFTLHPRFEGKSCSPLAFSAFGDLTIKSLADIEEEYNYGFVVEKTAAARLPPSVS*MDPVPGTDSAPLAGLAWSSASAPPPR.... Result: 0 (the proteins do not interact). (2) Protein 1 (ENSG00000112799) has sequence MKGFTATLFLWTLIFPSCSGGGGGKAWPTHVVCSDSGLEVLYQSCDPLQDFGFSVEKCSKQLKSNINIRFGIILREDIKELFLDLALMSQGSSVLNFSYPICEAALPKFSFCGRRKGEQIYYAGPVNNPEFTIPQGEYQVLLELYTEKRSTVACANATIMCS*. Protein 2 (ENSG00000150756) has sequence MMLQLEKKLERELEDDARVIACRFPFPHWTPDHVTGEGIDTVWAYDASTFRGREKRPCTSMHFQLPIQA*MEGGGGIPLETLKEESQSRHVLPASFEVNSLQKSNWGFLLTGLVGGTLVAVYAVATPFVTPALRKVCLPFVPATTKQIENVVKMLRCRRGSLVDIGSGDGRIVIAAAKKGFTAVGYELNPWLVWYSRYRAWREGVHGSAKFYISDLWKMLQLEKKLERELEDDARVIACRFPFPHWTPDHVTGEGIDTVWAYDASTFRGREKRPCTSMHFQLPIQA*MEGGGGIPLETLK.... Result: 0 (the proteins do not interact). (3) Protein 1 (ENSG00000131095) has sequence MERRRITSAARRSYVSSGEMMVGGLAPGRRLGPGTRLSLARMPPPLPTRVDFSLAGALNAGFKETRASERAEMMELNDRFASYIEKVRFLEQQNKALAAELNQLRAKEPTKLADVYQAELRELRLRLDQLTANSARLEVERDNLAQDLATVRQKLQDETNLRLEAENNLAAYRQEADEATLARLDLERKIESLEEEIRFLRKIHEEEVRELQEQLARQQVHVELDVAKPDLTAALKEIRTQYEAMASSNMHEAEEWYRSKFADLTDAAARNAELLRQAKHEANDYRRQLQSLTCDLESLR.... Protein 2 (ENSG00000178567) has sequence MWMTPKRSKMEVDEALVFRPEWTQRYLVVEPPEGDGALCLVCRRLIVATRERDVRRHYEAEHEYYERYVADGERAALVERLRQGDLPVASFTPEERAARAGLGLCRLLALKGRGWGEGDFVYQCMEVLLREVLPEHVSVLQGVDLSPDITRQRILSIDRNLRNQLFNRARDFKAYSLALDDQAFVAYENYLLVFIRGVGPELEVQEDLLTIINLTHHFSVGALMSAILESLQTAGLSLQRMVGLTTTHTLRMIGENSGLVSYMREKAVSPNCWNVIHYSGFLHLELLSSYDVDVNQIINT.... Result: 1 (the proteins interact).